This data is from Forward reaction prediction with 1.9M reactions from USPTO patents (1976-2016). The task is: Predict the product of the given reaction. (1) The product is: [NH2:13][C:9]1([CH3:12])[CH2:8][CH2:7][N:6]([C:4]([C:3]2[CH:21]=[CH:22][C:23]([C:25]3[N:26]=[CH:27][C:28]4[N:29]([C:31]([C:34]5[CH:39]=[CH:38][C:37]([C:40]#[N:41])=[CH:36][CH:35]=5)=[CH:32][N:33]=4)[CH:30]=3)=[CH:24][C:2]=2[Cl:1])=[O:5])[CH2:11][CH2:10]1. Given the reactants [Cl:1][C:2]1[CH:24]=[C:23]([C:25]2[N:26]=[CH:27][C:28]3[N:29]([C:31]([C:34]4[CH:39]=[CH:38][C:37]([C:40]#[N:41])=[CH:36][CH:35]=4)=[CH:32][N:33]=3)[CH:30]=2)[CH:22]=[CH:21][C:3]=1[C:4]([N:6]1[CH2:11][CH2:10][C:9]([NH:13]C(=O)OC(C)(C)C)([CH3:12])[CH2:8][CH2:7]1)=[O:5], predict the reaction product. (2) Given the reactants Cl[C:2]1[N:7]=[CH:6][N:5]=[C:4]([NH2:8])[C:3]=1[C:9]1[CH:13]=[CH:12][O:11][N:10]=1.[NH2:14][C@@H:15]([C:18]1[N:27]([CH:28]2[CH2:30][CH2:29]2)[C:26](=[O:31])[C:25]2[C:20](=[CH:21][CH:22]=[CH:23][C:24]=2[Cl:32])[N:19]=1)[CH2:16][CH3:17].C(N(CC)C(C)C)(C)C, predict the reaction product. The product is: [NH2:8][C:4]1[N:5]=[CH:6][N:7]=[C:2]([NH:14][C@@H:15]([C:18]2[N:27]([CH:28]3[CH2:29][CH2:30]3)[C:26](=[O:31])[C:25]3[C:20](=[CH:21][CH:22]=[CH:23][C:24]=3[Cl:32])[N:19]=2)[CH2:16][CH3:17])[C:3]=1[C:9]1[CH:13]=[CH:12][O:11][N:10]=1. (3) Given the reactants [CH2:1]([C:4]1[N:5]([C:19]([O:21][C:22]([CH3:25])([CH3:24])[CH3:23])=[O:20])[C:6]2[C:11]([C:12]=1[CH2:13][C:14]([O:16]CC)=[O:15])=[CH:10][CH:9]=[CH:8][CH:7]=2)[CH:2]=[CH2:3].O[Li].O.Cl, predict the reaction product. The product is: [CH2:1]([C:4]1[N:5]([C:19]([O:21][C:22]([CH3:25])([CH3:24])[CH3:23])=[O:20])[C:6]2[C:11]([C:12]=1[CH2:13][C:14]([OH:16])=[O:15])=[CH:10][CH:9]=[CH:8][CH:7]=2)[CH:2]=[CH2:3]. (4) Given the reactants [OH:1][CH2:2][CH2:3][CH:4]1[CH2:9][CH2:8][N:7]([C:10]([O:12][C:13]([CH3:16])([CH3:15])[CH3:14])=[O:11])[CH2:6][CH2:5]1.[S:17](Cl)([C:20]1[CH:26]=[CH:25][C:23]([CH3:24])=[CH:22][CH:21]=1)(=[O:19])=[O:18].O, predict the reaction product. The product is: [CH3:24][C:23]1[CH:25]=[CH:26][C:20]([S:17]([O:1][CH2:2][CH2:3][CH:4]2[CH2:5][CH2:6][N:7]([C:10]([O:12][C:13]([CH3:16])([CH3:15])[CH3:14])=[O:11])[CH2:8][CH2:9]2)(=[O:19])=[O:18])=[CH:21][CH:22]=1. (5) Given the reactants [CH3:1][C:2]1[N:3]=[N:4][N:5]([CH2:7][C:8]2[CH:13]=[C:12]([C:14]([F:17])([F:16])[F:15])[CH:11]=[CH:10][C:9]=2/[CH:18]=[CH:19]/[C:20](O)=[O:21])[N:6]=1.[CH3:23][NH:24][C:25]([C@@H:27]1[CH2:31][CH2:30][CH2:29][NH:28]1)=[O:26], predict the reaction product. The product is: [CH3:23][NH:24][C:25]([C@@H:27]1[CH2:31][CH2:30][CH2:29][N:28]1[C:20](=[O:21])/[CH:19]=[CH:18]/[C:9]1[CH:10]=[CH:11][C:12]([C:14]([F:16])([F:17])[F:15])=[CH:13][C:8]=1[CH2:7][N:5]1[N:4]=[N:3][C:2]([CH3:1])=[N:6]1)=[O:26].